This data is from Reaction yield outcomes from USPTO patents with 853,638 reactions. The task is: Predict the reaction yield, written as a fraction of the theoretical maximum amount of product (1.0 means a 100% yield; for example, 0.34 means a 34% yield). (1) The reactants are [F:1][C:2]([F:17])([F:16])[C:3]1[N:4]=[CH:5][N:6]([CH2:8][O:9][CH2:10][CH2:11][Si:12]([CH3:15])([CH3:14])[CH3:13])[CH:7]=1.[Li]CCCC.CN([CH:26]=[O:27])C. No catalyst specified. The product is [F:17][C:2]([F:16])([F:1])[C:3]1[N:4]=[C:5]([CH:26]=[O:27])[N:6]([CH2:8][O:9][CH2:10][CH2:11][Si:12]([CH3:13])([CH3:14])[CH3:15])[CH:7]=1. The yield is 0.140. (2) The reactants are F[C:2]1[CH:7]=[CH:6][C:5]([N+:8]([O-:10])=[O:9])=[CH:4][CH:3]=1.[C:11]([O:15][C:16]([N:18]1[CH2:23][CH2:22][NH:21][CH2:20][CH2:19]1)=[O:17])([CH3:14])([CH3:13])[CH3:12].C(N(CC)C(C)C)(C)C.CCOCC. The catalyst is C(OCC)(=O)C. The product is [C:11]([O:15][C:16]([N:18]1[CH2:23][CH2:22][N:21]([C:2]2[CH:7]=[CH:6][C:5]([N+:8]([O-:10])=[O:9])=[CH:4][CH:3]=2)[CH2:20][CH2:19]1)=[O:17])([CH3:14])([CH3:12])[CH3:13]. The yield is 0.770. (3) The reactants are [C:1](=[O:16])([O:14][CH3:15])[O:2][C:3]1[CH:8]=[CH:7][C:6]([F:9])=[CH:5][C:4]=1[C:10]([CH3:13])([CH3:12])[CH3:11].[N+:17]([O-:20])([OH:19])=[O:18]. The catalyst is OS(O)(=O)=O. The product is [C:1](=[O:16])([O:14][CH3:15])[O:2][C:3]1[CH:8]=[C:7]([N+:17]([O-:19])=[O:18])[C:6]([F:9])=[CH:5][C:4]=1[C:10]([CH3:11])([CH3:12])[CH3:13].[C:1](=[O:16])([O:14][CH3:15])[O:2][C:3]1[C:8]([N+:17]([O-:20])=[O:18])=[CH:7][C:6]([F:9])=[CH:5][C:4]=1[C:10]([CH3:11])([CH3:12])[CH3:13]. The yield is 0.550. (4) The reactants are Cl[C:2]1[C:12]2[CH2:11][CH2:10][C@H:9]([NH:13][C:14](=[O:16])[CH3:15])[CH2:8][C:7](=[O:17])[C:6]=2[C:5]([O:18][CH3:19])=[C:4]([N+:20]([O-])=O)[CH:3]=1.[H][H]. The catalyst is [OH-].[OH-].[Pd+2].CO. The product is [NH2:20][C:4]1[CH:3]=[CH:2][C:12]2[CH2:11][CH2:10][C@H:9]([NH:13][C:14](=[O:16])[CH3:15])[CH2:8][C:7](=[O:17])[C:6]=2[C:5]=1[O:18][CH3:19]. The yield is 1.00. (5) The reactants are F[C:2](F)(F)[C:3]([N:5]1[CH2:11][CH2:10][C:9]2[CH:12]=[CH:13][C:14]([CH2:16][NH:17][C:18](=[O:24])[O:19][C:20]([CH3:23])([CH3:22])[CH3:21])=[CH:15][C:8]=2[CH2:7][CH2:6]1)=O.[OH-].[Na+].[CH3:29][C:30](O)=O.C1(=O)CCC1.[BH-](OC(C)=O)(OC(C)=O)OC(C)=O.[Na+]. The catalyst is CO. The product is [CH:3]1([N:5]2[CH2:11][CH2:10][C:9]3[CH:12]=[CH:13][C:14]([CH2:16][NH:17][C:18](=[O:24])[O:19][C:20]([CH3:23])([CH3:22])[CH3:21])=[CH:15][C:8]=3[CH2:7][CH2:6]2)[CH2:30][CH2:29][CH2:2]1. The yield is 0.833.